Dataset: Catalyst prediction with 721,799 reactions and 888 catalyst types from USPTO. Task: Predict which catalyst facilitates the given reaction. (1) Reactant: [CH2:1]([O:8][CH2:9][CH2:10][CH2:11][C@H:12]([CH:21]=[N:22][OH:23])[CH2:13][C:14]([O:16][C:17]([CH3:20])([CH3:19])[CH3:18])=[O:15])[C:2]1[CH:7]=[CH:6][CH:5]=[CH:4][CH:3]=1.[Cl:24]N1C(=O)CCC1=O.C1(C)C=CC=CC=1.O. Product: [CH2:1]([O:8][CH2:9][CH2:10][CH2:11][C@H:12]([C:21]([Cl:24])=[N:22][OH:23])[CH2:13][C:14]([O:16][C:17]([CH3:18])([CH3:19])[CH3:20])=[O:15])[C:2]1[CH:3]=[CH:4][CH:5]=[CH:6][CH:7]=1. The catalyst class is: 3. (2) Reactant: [CH2:1]([O:4][C:5]1[CH:10]=[CH:9][C:8]([CH2:11]O)=[CH:7][CH:6]=1)[CH:2]=[CH2:3].O=S(Cl)[Cl:15]. Product: [CH2:1]([O:4][C:5]1[CH:10]=[CH:9][C:8]([CH2:11][Cl:15])=[CH:7][CH:6]=1)[CH:2]=[CH2:3]. The catalyst class is: 4. (3) Reactant: Cl[CH2:2][C:3]1[C:4]([C:9]2[CH:14]=[CH:13][C:12]([Cl:15])=[CH:11][CH:10]=2)=[N:5][CH:6]=[CH:7][CH:8]=1.[OH:16][C:17]1[C:18]([CH:25]=[O:26])=[CH:19][C:20]([O:23][CH3:24])=[N:21][CH:22]=1.C(=O)([O-])[O-].[K+].[K+]. Product: [Cl:15][C:12]1[CH:13]=[CH:14][C:9]([C:4]2[C:3]([CH2:2][O:16][C:17]3[C:18]([CH:25]=[O:26])=[CH:19][C:20]([O:23][CH3:24])=[N:21][CH:22]=3)=[CH:8][CH:7]=[CH:6][N:5]=2)=[CH:10][CH:11]=1. The catalyst class is: 23. (4) Reactant: [NH:1]([S:8]([C:11]1[CH:16]=[CH:15][C:14]([N:17]2[CH2:23][CH2:22][CH2:21][N:20](C(OC(C)(C)C)=O)[CH2:19][CH2:18]2)=[C:13]([NH:31][S:32]([CH3:35])(=[O:34])=[O:33])[CH:12]=1)(=[O:10])=[O:9])[C:2]1[CH:7]=[CH:6][CH:5]=[CH:4][CH:3]=1.CCOCC.[ClH:41]. Product: [ClH:41].[N:17]1([C:14]2[CH:15]=[CH:16][C:11]([S:8]([NH:1][C:2]3[CH:7]=[CH:6][CH:5]=[CH:4][CH:3]=3)(=[O:10])=[O:9])=[CH:12][C:13]=2[NH:31][S:32]([CH3:35])(=[O:33])=[O:34])[CH2:23][CH2:22][CH2:21][NH:20][CH2:19][CH2:18]1. The catalyst class is: 5. (5) Reactant: [Cl:1][C:2]1[CH:10]=[CH:9][CH:8]=[C:7]([S:11]C)[C:3]=1/[CH:4]=[N:5]/O.S(Cl)(Cl)(=O)=[O:14]. Product: [Cl:1][C:2]1[C:3]2[C:4](=[O:14])[NH:5][S:11][C:7]=2[CH:8]=[CH:9][CH:10]=1. The catalyst class is: 11. (6) Reactant: [O:1]1[C@@:5]2([CH:10]3[CH2:11][CH2:12][N:7]([CH2:8][CH2:9]3)[CH2:6]2)[CH2:4][NH:3][C:2]1=[O:13].Br[C:15]1[S:16][C:17]([C:20]2[CH:25]=[CH:24][CH:23]=[CH:22][CH:21]=2)=[N:18][N:19]=1. The catalyst class is: 205. Product: [C:20]1([C:17]2[S:16][C:15]([N:3]3[CH2:4][C@:5]4([CH:10]5[CH2:11][CH2:12][N:7]([CH2:8][CH2:9]5)[CH2:6]4)[O:1][C:2]3=[O:13])=[N:19][N:18]=2)[CH:21]=[CH:22][CH:23]=[CH:24][CH:25]=1. (7) Reactant: Cl[C:2]1[CH:7]=[CH:6][C:5]([C:8]2[N:13]([CH2:14][C:15]3[CH:20]=[CH:19][C:18]([O:21][CH3:22])=[CH:17][C:16]=3[O:23][CH3:24])[C:12](=[O:25])[C:11]([C:26]([O:28][CH3:29])=[O:27])=[C:10]([O:30][CH2:31][O:32][CH3:33])[C:9]=2[CH2:34][CH3:35])=[CH:4][CH:3]=1.CC1(C)C(C)(C)OB([C:44]2[CH2:49][CH2:48][N:47]([C:50]([O:52][C:53]([CH3:56])([CH3:55])[CH3:54])=[O:51])[CH2:46][CH:45]=2)O1.COC1C=CC=C(OC)C=1C1C=CC=CC=1P(C1CCCCC1)C1CCCCC1.[O-]P([O-])([O-])=O.[K+].[K+].[K+]. Product: [C:53]([O:52][C:50]([N:47]1[CH2:46][CH:45]=[C:44]([C:2]2[CH:3]=[CH:4][C:5]([C:8]3[N:13]([CH2:14][C:15]4[CH:20]=[CH:19][C:18]([O:21][CH3:22])=[CH:17][C:16]=4[O:23][CH3:24])[C:12](=[O:25])[C:11]([C:26]([O:28][CH3:29])=[O:27])=[C:10]([O:30][CH2:31][O:32][CH3:33])[C:9]=3[CH2:34][CH3:35])=[CH:6][CH:7]=2)[CH2:49][CH2:48]1)=[O:51])([CH3:56])([CH3:54])[CH3:55]. The catalyst class is: 874. (8) Reactant: [F:1][C:2]([F:20])([F:19])[C:3]1[CH:8]=[CH:7][C:6]([C@@H:9]2[C:18]3[C:13](=[CH:14][CH:15]=[CH:16][CH:17]=3)[CH2:12][CH2:11][NH:10]2)=[CH:5][CH:4]=1.C(N=C=NC(C)C)(C)C.O.N1(O)C2C=CC=CC=2N=N1.[C:41]12([C:51](O)=[O:52])[CH2:50][CH:45]3[CH2:46][CH:47]([CH2:49][CH:43]([CH2:44]3)[CH2:42]1)[CH2:48]2. The catalyst class is: 121. Product: [C:41]12([C:51]([N:10]3[CH2:11][CH2:12][C:13]4[C:18](=[CH:17][CH:16]=[CH:15][CH:14]=4)[C@H:9]3[C:6]3[CH:5]=[CH:4][C:3]([C:2]([F:1])([F:19])[F:20])=[CH:8][CH:7]=3)=[O:52])[CH2:48][CH:47]3[CH2:46][CH:45]([CH2:44][CH:43]([CH2:49]3)[CH2:42]1)[CH2:50]2. (9) Product: [Br:1][C:2]1[CH:6]=[C:5]([N:7]([CH2:8][CH:13]=[N:22][OH:23])[CH2:12][CH2:11][CH3:10])[S:4][C:3]=1[C:15]#[N:16]. Reactant: [Br:1][C:2]1[CH:6]=[C:5]([N:7]2[CH2:12][CH2:11][CH2:10]C[CH:8]2[CH:13]=O)[S:4][C:3]=1[C:15]#[N:16].S(O)(O)(=O)=O.[NH2:22][OH:23].O.O.O.C([O-])(=O)C.[Na+]. The catalyst class is: 8. (10) Reactant: C([O:3][C:4]([C:6]1[CH:10]=[CH:9][N:8]([CH2:11][C:12]2[CH:17]=[C:16]([Cl:18])[CH:15]=[CH:14][C:13]=2[O:19][CH2:20][C:21]2[CH:26]=[CH:25][CH:24]=[CH:23][CH:22]=2)[N:7]=1)=[O:5])C.[OH-].[Na+]. Product: [Cl:18][C:16]1[CH:15]=[CH:14][C:13]([O:19][CH2:20][C:21]2[CH:22]=[CH:23][CH:24]=[CH:25][CH:26]=2)=[C:12]([CH2:11][N:8]2[CH:9]=[CH:10][C:6]([C:4]([OH:5])=[O:3])=[N:7]2)[CH:17]=1. The catalyst class is: 8.